From a dataset of Forward reaction prediction with 1.9M reactions from USPTO patents (1976-2016). Predict the product of the given reaction. Given the reactants [CH2:1]([C:3]1[CH:9]=[CH:8][CH:7]=[CH:6][C:4]=1[NH2:5])[CH3:2].[CH3:10][CH:11]([CH3:14])[CH2:12]O.[I-].[K+], predict the reaction product. The product is: [CH2:1]([C:3]1[CH:9]=[CH:8][CH:7]=[CH:6][C:4]=1[NH:5][CH2:10][CH:11]([CH3:14])[CH3:12])[CH3:2].